Dataset: Catalyst prediction with 721,799 reactions and 888 catalyst types from USPTO. Task: Predict which catalyst facilitates the given reaction. (1) Reactant: [CH:1]([C:4]1[CH:9]=[CH:8][C:7]([C:10]2[O:14][C:13]([C:15]3[CH:16]=[C:17]([CH:22]=[CH:23][CH:24]=3)[C:18]([O:20][CH3:21])=[O:19])=[N:12][N:11]=2)=[CH:6][CH:5]=1)([CH3:3])[CH3:2].[C:25]1(C)[CH:30]=CC=[C:27](B(O)O)[CH:26]=1.[F-].[K+].C(P(C(C)(C)C)C(C)(C)C)(C)(C)C. Product: [CH3:27][C:26]1[CH:2]=[C:1]([C:4]2[CH:5]=[CH:6][C:7]([C:10]3[O:14][C:13]([C:15]4[CH:16]=[C:17]([CH:22]=[CH:23][CH:24]=4)[C:18]([O:20][CH3:21])=[O:19])=[N:12][N:11]=3)=[CH:8][CH:9]=2)[CH:3]=[CH:30][CH:25]=1. The catalyst class is: 81. (2) Reactant: [F:1][C:2]1[C:7](=[O:8])[NH:6][C:5]([C:9]#[N:10])=[CH:4][CH:3]=1.[C:11](=O)([O-])[O-].[K+].[K+].CI. Product: [F:1][C:2]1[C:7](=[O:8])[N:6]([CH3:11])[C:5]([C:9]#[N:10])=[CH:4][CH:3]=1. The catalyst class is: 3. (3) Reactant: C[Si]([N-][Si](C)(C)C)(C)C.[Na+].[NH2:11][C:12]1[N:16](C(OC(C)(C)C)=O)[N:15]=[C:14]([O:24][CH2:25][C:26]2[CH:31]=[C:30]([O:32][CH3:33])[CH:29]=[C:28]([O:34][CH3:35])[CH:27]=2)[CH:13]=1.[CH3:36][N:37]1[CH2:42][CH2:41][N:40]([C:43]2[N:44]=[CH:45][C:46]([C:49](OC)=[O:50])=[N:47][CH:48]=2)[CH2:39][CH2:38]1.[NH4+].[Cl-]. Product: [CH3:33][O:32][C:30]1[CH:31]=[C:26]([CH2:25][O:24][C:14]2[CH:13]=[C:12]([NH:11][C:49]([C:46]3[CH:45]=[N:44][C:43]([N:40]4[CH2:41][CH2:42][N:37]([CH3:36])[CH2:38][CH2:39]4)=[CH:48][N:47]=3)=[O:50])[NH:16][N:15]=2)[CH:27]=[C:28]([O:34][CH3:35])[CH:29]=1. The catalyst class is: 20. (4) Reactant: [NH2:1][C:2]1[CH:3]=[C:4]([S:8]([NH2:11])(=[O:10])=[O:9])[CH:5]=[CH:6][CH:7]=1.[F:12][C:13]1[CH:21]=[C:20]([C:22]([F:25])([F:24])[F:23])[CH:19]=[CH:18][C:14]=1[C:15](Cl)=[O:16].N1C=CC=CC=1.O. Product: [F:12][C:13]1[CH:21]=[C:20]([C:22]([F:23])([F:24])[F:25])[CH:19]=[CH:18][C:14]=1[C:15]([NH:1][C:2]1[CH:7]=[CH:6][CH:5]=[C:4]([S:8](=[O:9])(=[O:10])[NH2:11])[CH:3]=1)=[O:16]. The catalyst class is: 4.